From a dataset of Catalyst prediction with 721,799 reactions and 888 catalyst types from USPTO. Predict which catalyst facilitates the given reaction. (1) Reactant: [OH:1][C:2]1[C:11]([OH:12])=[C:10]([O:13][CH3:14])[CH:9]=[CH:8][C:3]=1[C:4]([O:6][CH3:7])=[O:5].Br[CH2:16][C:17]1([CH2:23]Br)[CH2:22][O:21][CH2:20][O:19][CH2:18]1.C([O-])([O-])=O.[K+].[K+]. Product: [CH3:7][O:6][C:4]([C:3]1[C:2]2[O:1][CH2:23][C:17]3([CH2:22][O:21][CH2:20][O:19][CH2:18]3)[CH2:16][O:12][C:11]=2[C:10]([O:13][CH3:14])=[CH:9][CH:8]=1)=[O:5]. The catalyst class is: 16. (2) Reactant: [F:1][C:2]1[CH:3]=[C:4]2[C:8](=[CH:9][CH:10]=1)[NH:7][C:6](=[O:11])[C:5]2=[C:12]1[C:20]2[C:15](=[CH:16][C:17]([CH2:21][CH2:22][CH2:23]OS(C)(=O)=O)=[CH:18][CH:19]=2)[CH2:14][O:13]1.[NH:29]1[CH2:34][CH2:33][O:32][CH2:31][CH2:30]1.O. Product: [F:1][C:2]1[CH:3]=[C:4]2[C:8](=[CH:9][CH:10]=1)[NH:7][C:6](=[O:11])[C:5]2=[C:12]1[C:20]2[C:15](=[CH:16][C:17]([CH2:21][CH2:22][CH2:23][N:29]3[CH2:34][CH2:33][O:32][CH2:31][CH2:30]3)=[CH:18][CH:19]=2)[CH2:14][O:13]1. The catalyst class is: 3. (3) Reactant: [H-].[Na+].[C:3]([C:5]1[CH:6]=[C:7]2[C:11](=[CH:12][CH:13]=1)[NH:10][C:9](=[O:14])[CH2:8]2)#[N:4].Cl[C:16]1[CH:17]=[C:18]([CH:27]=[CH:28][N:29]=1)[C:19]([NH:21][CH2:22][CH2:23][N:24]([CH3:26])[CH3:25])=[O:20]. Product: [C:3]([C:5]1[CH:6]=[C:7]2[C:11](=[CH:12][CH:13]=1)[NH:10][C:9]([OH:14])=[C:8]2[C:16]1[CH:17]=[C:18]([CH:27]=[CH:28][N:29]=1)[C:19]([NH:21][CH2:22][CH2:23][N:24]([CH3:25])[CH3:26])=[O:20])#[N:4]. The catalyst class is: 9. (4) Reactant: [Cl:1][C:2]1[CH:7]=[CH:6][C:5]([C:8]2[C:9]([C:14]#[N:15])=[N:10][CH:11]=[N:12][CH:13]=2)=[CH:4][CH:3]=1.[F:16][C:17]1[CH:18]=[C:19]([CH:23]=[C:24]([F:26])[CH:25]=1)[CH2:20][Mg]Br.CC(O)CC.[BH4-].[Na+]. Product: [Cl:1][C:2]1[CH:3]=[CH:4][C:5]([C:8]2[C:9]([C:14](=[NH:15])[CH2:20][C:19]3[CH:18]=[C:17]([F:16])[CH:25]=[C:24]([F:26])[CH:23]=3)=[N:10][CH:11]=[N:12][CH:13]=2)=[CH:6][CH:7]=1. The catalyst class is: 11. (5) Reactant: S(O[CH2:6][CH2:7][C:8]1[CH:13]=[CH:12][C:11]([N:14]2[CH2:18][CH2:17][CH2:16][CH2:15]2)=[CH:10][CH:9]=1)(=O)(=O)C.Cl.[NH:20]1[CH2:24][CH2:23][C@H:22]([OH:25])[CH2:21]1.C(=O)([O-])[O-].[K+].[K+]. Product: [OH:25][C@H:22]1[CH2:23][CH2:24][N:20]([CH2:6][CH2:7][C:8]2[CH:13]=[CH:12][C:11]([N:14]3[CH2:18][CH2:17][CH2:16][CH2:15]3)=[CH:10][CH:9]=2)[CH2:21]1. The catalyst class is: 10. (6) Reactant: [CH2:1]([O:3][C:4](=[O:20])[C:5]1[CH:10]=[CH:9][C:8]([N:11]=[C:12]([CH2:15][C:16]([O:18]C)=O)[CH2:13][CH3:14])=[CH:7][CH:6]=1)[CH3:2].C1(OC2C=CC=CC=2)C=CC=CC=1. Product: [CH2:1]([O:3][C:4]([C:5]1[CH:6]=[C:7]2[C:8](=[CH:9][CH:10]=1)[NH:11][C:12]([CH2:13][CH3:14])=[CH:15][C:16]2=[O:18])=[O:20])[CH3:2]. The catalyst class is: 81. (7) Reactant: [N:1]([CH2:4][C@@H:5]1[CH2:9][N:8]([C:10]2[CH:11]=[CH:12][C:13]3[O:18][CH2:17][C:16](=[O:19])[NH:15][C:14]=3[CH:20]=2)[C:7](=[O:21])[CH2:6]1)=[N+]=[N-].O1CCCC1. The catalyst class is: 19. Product: [NH2:1][CH2:4][C@@H:5]1[CH2:9][N:8]([C:10]2[CH:11]=[CH:12][C:13]3[O:18][CH2:17][C:16](=[O:19])[NH:15][C:14]=3[CH:20]=2)[C:7](=[O:21])[CH2:6]1. (8) Reactant: Cl[C:2]1[C:11]([OH:12])=[CH:10][C:9]2[C:4](=[CH:5][CH:6]=[CH:7][CH:8]=2)[N:3]=1.[C:13]1(C)C=CC=C[CH:14]=1. Product: [CH:13]([C:2]1[C:11]([OH:12])=[CH:10][C:9]2[C:4](=[CH:5][CH:6]=[CH:7][CH:8]=2)[N:3]=1)=[CH2:14]. The catalyst class is: 16. (9) Product: [N:10]1([C:2]2[CH:9]=[CH:8][CH:7]=[CH:6][C:3]=2[CH:4]=[O:5])[CH2:14][CH2:13][CH2:12][CH2:11]1. The catalyst class is: 3. Reactant: F[C:2]1[CH:9]=[CH:8][CH:7]=[CH:6][C:3]=1[CH:4]=[O:5].[NH:10]1[CH2:14][CH2:13][CH2:12][CH2:11]1.C(=O)([O-])[O-].[K+].[K+]. (10) Reactant: [CH3:1][CH:2]1[NH:7][CH:6]([CH3:8])[CH2:5][N:4]([C:9]2[CH:18]=[CH:17][C:12]([C:13]([O:15]C)=O)=[CH:11][CH:10]=2)[CH2:3]1.[NH2:19][C:20]1[N:24](C(OC(C)(C)C)=O)[N:23]=[C:22]([CH2:32][CH2:33][C:34]2[CH:39]=[C:38]([O:40][CH3:41])[CH:37]=[C:36]([O:42][CH3:43])[CH:35]=2)[CH:21]=1.C[Si]([N-][Si](C)(C)C)(C)C.[Na+]. Product: [CH3:41][O:40][C:38]1[CH:39]=[C:34]([CH2:33][CH2:32][C:22]2[CH:21]=[C:20]([NH:19][C:13](=[O:15])[C:12]3[CH:11]=[CH:10][C:9]([N:4]4[CH2:5][CH:6]([CH3:8])[NH:7][CH:2]([CH3:1])[CH2:3]4)=[CH:18][CH:17]=3)[NH:24][N:23]=2)[CH:35]=[C:36]([O:42][CH3:43])[CH:37]=1. The catalyst class is: 1.